This data is from Full USPTO retrosynthesis dataset with 1.9M reactions from patents (1976-2016). The task is: Predict the reactants needed to synthesize the given product. (1) The reactants are: [CH2:1]([O:3][C:4]1[N:8]=[C:7]([CH:9]2[CH2:14][CH:13]([C:15]3[CH:20]=[CH:19][C:18]([CH2:21][C:22]([F:25])([F:24])[F:23])=[C:17]([F:26])[CH:16]=3)[CH2:12][N:11]([C:27]([N:29]3[CH2:34][CH2:33][S:32][CH2:31][CH2:30]3)=[O:28])[CH2:10]2)[O:6][N:5]=1)[CH3:2].ClC1C=CC=C(C(OO)=[O:43])C=1. Given the product [CH2:1]([O:3][C:4]1[N:8]=[C:7]([CH:9]2[CH2:14][CH:13]([C:15]3[CH:20]=[CH:19][C:18]([CH2:21][C:22]([F:24])([F:25])[F:23])=[C:17]([F:26])[CH:16]=3)[CH2:12][N:11]([C:27]([N:29]3[CH2:34][CH2:33][S:32](=[O:43])[CH2:31][CH2:30]3)=[O:28])[CH2:10]2)[O:6][N:5]=1)[CH3:2], predict the reactants needed to synthesize it. (2) Given the product [C:11]([C:5]1[C:4]2[C:8](=[CH:9][CH:10]=[C:2]([NH:1][S:20]([C:16]3[CH:17]=[CH:18][CH:19]=[C:14]([F:13])[CH:15]=3)(=[O:22])=[O:21])[CH:3]=2)[NH:7][N:6]=1)#[N:12], predict the reactants needed to synthesize it. The reactants are: [NH2:1][C:2]1[CH:3]=[C:4]2[C:8](=[CH:9][CH:10]=1)[NH:7][N:6]=[C:5]2[C:11]#[N:12].[F:13][C:14]1[CH:15]=[C:16]([S:20](Cl)(=[O:22])=[O:21])[CH:17]=[CH:18][CH:19]=1. (3) Given the product [Cl:27][C:28]1[C:29]([F:54])=[C:30]([NH:34][C:35]2[C:44]3[C:39](=[CH:40][C:41]([O:52][CH3:53])=[C:42]([O:45][CH:46]4[CH2:47][CH2:48][N:49]([C:70]([C:66]5[CH:67]=[N:68][O:69][C:65]=5[CH3:64])=[O:71])[CH2:50][CH2:51]4)[CH:43]=3)[N:38]=[CH:37][N:36]=2)[CH:31]=[CH:32][CH:33]=1, predict the reactants needed to synthesize it. The reactants are: CN(C(ON1N=NC2C=CC=NC1=2)=[N+](C)C)C.F[P-](F)(F)(F)(F)F.Cl.Cl.[Cl:27][C:28]1[C:29]([F:54])=[C:30]([NH:34][C:35]2[C:44]3[C:39](=[CH:40][C:41]([O:52][CH3:53])=[C:42]([O:45][CH:46]4[CH2:51][CH2:50][NH:49][CH2:48][CH2:47]4)[CH:43]=3)[N:38]=[CH:37][N:36]=2)[CH:31]=[CH:32][CH:33]=1.C(N(C(C)C)CC)(C)C.[CH3:64][C:65]1[O:69][N:68]=[CH:67][C:66]=1[C:70](O)=[O:71]. (4) Given the product [C:41]([C@:36]([CH3:40])([CH2:35][C@H:34]([NH:33][C:6]([C:4]1[N:3]=[N:2][NH:1][CH:5]=1)=[O:8])[CH2:44][C:45]1[CH:46]=[CH:47][C:48]([C:51]2[CH:56]=[C:55]([Cl:57])[CH:54]=[CH:53][C:52]=2[F:58])=[CH:49][CH:50]=1)[C:37]([OH:39])=[O:38])(=[O:43])[NH2:42], predict the reactants needed to synthesize it. The reactants are: [N:1]1[CH:5]=[C:4]([C:6]([OH:8])=O)[NH:3][N:2]=1.CN(C(ON1N=NC2C=CC=NC1=2)=[N+](C)C)C.F[P-](F)(F)(F)(F)F.[NH2:33][C@H:34]([CH2:44][C:45]1[CH:50]=[CH:49][C:48]([C:51]2[CH:56]=[C:55]([Cl:57])[CH:54]=[CH:53][C:52]=2[F:58])=[CH:47][CH:46]=1)[CH2:35][C@:36]([C:41](=[O:43])[NH2:42])([CH3:40])[C:37]([OH:39])=[O:38].CCN(C(C)C)C(C)C.